This data is from Forward reaction prediction with 1.9M reactions from USPTO patents (1976-2016). The task is: Predict the product of the given reaction. (1) Given the reactants [NH:1]1[C:11]2[C:6](=[CH:7][CH:8]=[CH:9][CH:10]=2)[C:4](=[O:5])[C:2]1=[O:3].CC(C)([O-])C.[K+].C1COCC1.[CH2:23](Br)[C:24]1[CH:29]=[CH:28][CH:27]=[CH:26][CH:25]=1.Cl, predict the reaction product. The product is: [CH2:23]([N:1]1[C:11]2[C:6](=[CH:7][CH:8]=[CH:9][CH:10]=2)[C:4](=[O:5])[C:2]1=[O:3])[C:24]1[CH:29]=[CH:28][CH:27]=[CH:26][CH:25]=1. (2) Given the reactants [H-].[Na+].[OH:3][CH:4]([CH3:14])[CH:5]=[C:6]([CH3:13])[CH2:7][CH2:8][CH:9]=[C:10]([CH3:12])[CH3:11].[CH2:15](Br)[CH3:16], predict the reaction product. The product is: [CH2:15]([O:3][CH:4]([CH3:14])[CH:5]=[C:6]([CH3:13])[CH2:7][CH2:8][CH:9]=[C:10]([CH3:12])[CH3:11])[CH3:16]. (3) Given the reactants FC(F)(F)S(O[C:7]1[C:12]2[CH2:13][O:14][C@@H:15]3[C@H:19]([C:11]=2[CH:10]=[CH:9][CH:8]=1)[CH2:18][N:17](C(OC(C)(C)C)=O)[CH2:16]3)(=O)=O.B1(C=C)OB([CH:35]=[CH2:36])OB(C=C)O1.C1C=CN=CC=1, predict the reaction product. The product is: [CH2:35]([C:7]1[C:12]2[CH2:13][O:14][C@@H:15]3[C@H:19]([C:11]=2[CH:10]=[CH:9][CH:8]=1)[CH2:18][NH:17][CH2:16]3)[CH3:36]. (4) Given the reactants [Si]([O:18][C:19]1[CH:57]=[CH:56][C:22]([O:23][CH2:24][C@@H:25]([OH:55])[CH2:26][NH:27][CH2:28][CH2:29][C:30]2[CH:54]=[CH:53][C:33]([NH:34][CH:35]3[CH2:40][CH2:39][N:38]([C:41]([NH:43][CH2:44][C:45]4[C:50]([F:51])=[CH:49][CH:48]=[CH:47][C:46]=4[F:52])=[O:42])[CH2:37][CH2:36]3)=[CH:32][CH:31]=2)=[CH:21][CH:20]=1)(C(C)(C)C)(C1C=CC=CC=1)C1C=CC=CC=1, predict the reaction product. The product is: [F:52][C:46]1[CH:47]=[CH:48][CH:49]=[C:50]([F:51])[C:45]=1[CH2:44][NH:43][C:41]([N:38]1[CH2:39][CH2:40][CH:35]([NH:34][C:33]2[CH:53]=[CH:54][C:30]([CH2:29][CH2:28][NH:27][CH2:26][C@H:25]([OH:55])[CH2:24][O:23][C:22]3[CH:21]=[CH:20][C:19]([OH:18])=[CH:57][CH:56]=3)=[CH:31][CH:32]=2)[CH2:36][CH2:37]1)=[O:42]. (5) Given the reactants [CH:1]1([CH:6]=O)[CH2:5][CH2:4][CH2:3][CH2:2]1.C(O)(=O)C.[CH2:12]([C:19]1([N:29]([CH3:31])[CH3:30])[CH2:28][CH2:27][C:22]2([CH2:26][CH2:25][NH:24][CH2:23]2)[CH2:21][CH2:20]1)[C:13]1[CH:18]=[CH:17][CH:16]=[CH:15][CH:14]=1.C([BH3-])#N.[Na+], predict the reaction product. The product is: [CH2:12]([C:19]1([N:29]([CH3:30])[CH3:31])[CH2:28][CH2:27][C:22]2([CH2:26][CH2:25][N:24]([CH2:6][CH:1]3[CH2:5][CH2:4][CH2:3][CH2:2]3)[CH2:23]2)[CH2:21][CH2:20]1)[C:13]1[CH:14]=[CH:15][CH:16]=[CH:17][CH:18]=1. (6) Given the reactants Br[C:2]1[CH:3]=[C:4]([NH:11][C:12](=[O:14])[CH3:13])[CH:5]=[C:6]([N+:8]([O-:10])=[O:9])[CH:7]=1.N#N.[O:17]1[C:21]2[CH:22]=[CH:23][CH:24]=[CH:25][C:20]=2[CH:19]=[C:18]1B1OC(C)(C)C(C)(C)O1.C(=O)([O-])[O-].[Na+].[Na+], predict the reaction product. The product is: [O:17]1[C:21]2[CH:22]=[CH:23][CH:24]=[CH:25][C:20]=2[CH:19]=[C:18]1[C:2]1[CH:3]=[C:4]([NH:11][C:12](=[O:14])[CH3:13])[CH:5]=[C:6]([N+:8]([O-:10])=[O:9])[CH:7]=1. (7) Given the reactants [CH3:1][N:2]([C:4]([NH:6][C:7]([NH2:9])=[NH:8])=[NH:5])[CH3:3].[C:10]([OH:13])(=[O:12])[CH3:11], predict the reaction product. The product is: [CH3:1][N:2]([C:4]([NH:6][C:7]([NH2:9])=[NH:8])=[NH:5])[CH3:3].[C:10]([O-:13])(=[O:12])[CH3:11]. (8) Given the reactants C(OC([NH:11][C:12]1[C:13]([C:24]([NH:26][C:27]2[CH:28]=[N:29][CH:30]=[CH:31][C:32]=2[N:33]2[CH2:38][C@H:37]([CH3:39])[C@H:36]([NH:40][C:41](=[O:44])[O:42][CH3:43])[C@H:35]([NH:45]C(=O)OC(C)(C)C)[CH2:34]2)=[O:25])=[N:14][C:15]2[C:20]([CH:21]=1)=[CH:19][CH:18]=[C:17]([CH:22]=[CH2:23])[CH:16]=2)=O)C1C=CC=CC=1, predict the reaction product. The product is: [NH2:45][C@H:35]1[C@@H:36]([NH:40][C:41](=[O:44])[O:42][CH3:43])[C@@H:37]([CH3:39])[CH2:38][N:33]([C:32]2[CH:31]=[CH:30][N:29]=[CH:28][C:27]=2[NH:26][C:24]([C:13]2[C:12]([NH2:11])=[CH:21][C:20]3[C:15](=[CH:16][C:17]([CH2:22][CH3:23])=[CH:18][CH:19]=3)[N:14]=2)=[O:25])[CH2:34]1. (9) Given the reactants [NH2:1][C:2]1[CH:7]=[C:6]([CH2:8][OH:9])[CH:5]=[CH:4][N:3]=1.[C:10](O[C:10]([O:12][C:13]([CH3:16])([CH3:15])[CH3:14])=[O:11])([O:12][C:13]([CH3:16])([CH3:15])[CH3:14])=[O:11], predict the reaction product. The product is: [OH:9][CH2:8][C:6]1[CH:5]=[CH:4][N:3]=[C:2]([NH:1][C:10](=[O:11])[O:12][C:13]([CH3:16])([CH3:15])[CH3:14])[CH:7]=1.